Dataset: Forward reaction prediction with 1.9M reactions from USPTO patents (1976-2016). Task: Predict the product of the given reaction. (1) Given the reactants [CH3:1][C:2]([C:21]1[CH:26]=[CH:25][CH:24]=[CH:23][CH:22]=1)([CH3:20])[CH2:3][C@H:4]1[CH2:9][C@H:8]([C:10]2[O:14][NH:13][C:12](=[O:15])[CH:11]=2)[CH2:7][CH2:6][N:5]1[C:16]([O:18][CH3:19])=[O:17], predict the reaction product. The product is: [CH3:20][C:2]([C:21]1[CH:22]=[CH:23][CH:24]=[CH:25][CH:26]=1)([CH3:1])[CH2:3][C@@H:4]1[CH2:9][C@@H:8]([C:10]2[O:14][NH:13][C:12](=[O:15])[CH:11]=2)[CH2:7][CH2:6][N:5]1[C:16]([O:18][CH3:19])=[O:17]. (2) Given the reactants Cl.Cl.[NH2:3][CH2:4][C@@:5]1([OH:13])[CH:10]2[CH2:11][CH2:12][N:7]([CH2:8][CH2:9]2)[CH2:6]1.C([O-])([O-])=O.[Cs+].[Cs+].[Br:20][C:21]1[CH:30]=[CH:29][CH:28]=[C:27]2[C:22]=1[CH:23]=[C:24]([N:31]=[C:32]=S)[N:25]=[CH:26]2.C(N=C=NC(C)C)(C)C, predict the reaction product. The product is: [Br:20][C:21]1[CH:30]=[CH:29][CH:28]=[C:27]2[C:22]=1[CH:23]=[C:24]([NH:31][C:32]1[O:13][C@:5]3([CH2:4][N:3]=1)[CH:10]1[CH2:9][CH2:8][N:7]([CH2:12][CH2:11]1)[CH2:6]3)[N:25]=[CH:26]2.